Dataset: Full USPTO retrosynthesis dataset with 1.9M reactions from patents (1976-2016). Task: Predict the reactants needed to synthesize the given product. (1) Given the product [ClH:34].[ClH:37].[OH:6][C@H:7]([CH2:32][N:1]1[CH2:5][CH2:4][CH2:3][CH2:2]1)[CH2:8][O:9][C:10]1[CH:19]=[C:18]2[C:13]([C:14]([NH:20][C:21]3[CH:26]=[CH:25][CH:24]=[C:23]4[O:27][CH2:28][O:29][C:22]=34)=[N:15][CH:16]=[N:17]2)=[CH:12][C:11]=1[O:30][CH3:31], predict the reactants needed to synthesize it. The reactants are: [NH:1]1[CH2:5][CH2:4][CH2:3][CH2:2]1.[O:6]1[CH2:32][C@@H:7]1[CH2:8][O:9][C:10]1[CH:19]=[C:18]2[C:13]([C:14]([NH:20][C:21]3[CH:26]=[CH:25][CH:24]=[C:23]4[O:27][CH2:28][O:29][C:22]=34)=[N:15][CH:16]=[N:17]2)=[CH:12][C:11]=1[O:30][CH3:31].C(Cl)(Cl)[Cl:34].[ClH:37]. (2) Given the product [C:1]([O:6][C:7]1([CH2:17][CH3:18])[CH:8]2[CH2:16][CH:12]3[CH2:11][CH:10]([CH2:15][CH:14]1[CH2:13]3)[CH2:9]2)(=[O:5])[C:2]([CH3:4])=[CH2:3].[C:19]([O:22][C:23]1[CH:30]=[CH:29][C:26]([CH:27]=[CH2:28])=[CH:25][CH:24]=1)(=[O:21])[CH3:20], predict the reactants needed to synthesize it. The reactants are: [C:1]([O:6][C:7]1([CH2:17][CH3:18])[CH:14]2[CH2:15][CH:10]3[CH2:11][CH:12]([CH2:16][CH:8]1[CH2:9]3)[CH2:13]2)(=[O:5])[C:2]([CH3:4])=[CH2:3].[C:19]([O:22][C:23]1[CH:30]=[CH:29][C:26]([CH:27]=[CH2:28])=[CH:25][CH:24]=1)(=[O:21])[CH3:20]. (3) Given the product [Br-:13].[CH3:9][N:8]1[CH2:10][CH2:11][CH2:12][C@H:7]1[C:5]1[CH:6]=[N+:1]([CH2:14][CH2:15][C:16]#[C:17][CH2:18][CH2:19][CH2:20][CH3:21])[CH:2]=[CH:3][CH:4]=1, predict the reactants needed to synthesize it. The reactants are: [N:1]1[CH:6]=[C:5]([C@@H:7]2[CH2:12][CH2:11][CH2:10][N:8]2[CH3:9])[CH:4]=[CH:3][CH:2]=1.[Br:13][CH2:14][CH2:15][C:16]#[C:17][CH2:18][CH2:19][CH2:20][CH3:21]. (4) Given the product [Cl:24][C:23]1[CH:22]=[C:21]2[C:17]([CH:18]=[C:19]([CH2:25][C:26]3[CH:27]=[CH:28][C:29]([CH3:35])=[C:30]([CH:34]=3)[C:31]([OH:33])=[O:32])[NH:20]2)=[CH:16][C:15]=1[C:12]1[CH:11]=[CH:10][C:9]([C:6]2([CH2:5][OH:4])[CH2:8][CH2:7]2)=[CH:14][CH:13]=1, predict the reactants needed to synthesize it. The reactants are: C([O:4][CH2:5][C:6]1([C:9]2[CH:14]=[CH:13][C:12]([C:15]3[CH:16]=[C:17]4[C:21](=[CH:22][C:23]=3[Cl:24])[NH:20][C:19]([CH2:25][C:26]3[CH:27]=[CH:28][C:29]([CH3:35])=[C:30]([CH:34]=3)[C:31]([OH:33])=[O:32])=[CH:18]4)=[CH:11][CH:10]=2)[CH2:8][CH2:7]1)(=O)C.C(=O)([O-])[O-].[K+].[K+].Cl. (5) Given the product [Cl:26][C:1]1[NH:2][C:10]([C:12]2[C:17]([F:18])=[CH:16][CH:15]=[CH:14][C:13]=2[F:19])=[CH:9][C:3]=1[C:4]([O:6][CH2:7][CH3:8])=[O:5], predict the reactants needed to synthesize it. The reactants are: [C:1]([CH:3]([CH2:9][C:10]([C:12]1[C:17]([F:18])=[CH:16][CH:15]=[CH:14][C:13]=1[F:19])=O)[C:4]([O:6][CH2:7][CH3:8])=[O:5])#[N:2].C(OCC)(=O)C.[ClH:26]. (6) Given the product [F:1][C:2]1[CH:7]=[CH:6][C:5]([C:8]2[N:9]=[C:10]3[CH:15]=[CH:14][C:13]([C:16]4[NH:17][C:20](=[O:21])[O:19][N:18]=4)=[CH:12][N:11]3[CH:25]=2)=[CH:4][CH:3]=1, predict the reactants needed to synthesize it. The reactants are: [F:1][C:2]1[CH:7]=[CH:6][C:5]([C:8]2[N:9]=[C:10]3[CH:15]=[CH:14][C:13]([C:16]([NH:18][O:19][C:20](OCC)=[O:21])=[NH:17])=[CH:12][N:11]3[CH:25]=2)=[CH:4][CH:3]=1.C(=O)([O-])[O-].[Na+].[Na+].